Dataset: Retrosynthesis with 50K atom-mapped reactions and 10 reaction types from USPTO. Task: Predict the reactants needed to synthesize the given product. (1) Given the product O=C(NC(=O)c1c(F)cccc1F)Nc1cc(Cl)c(OCC(F)(F)F)cc1F, predict the reactants needed to synthesize it. The reactants are: Nc1cc(Cl)c(OCC(F)(F)F)cc1F.O=C=NC(=O)c1c(F)cccc1F. (2) Given the product Cc1cc(C(F)(F)F)c(N)c(Cl)n1, predict the reactants needed to synthesize it. The reactants are: Cc1cc(C(F)(F)F)c(C(N)=O)c(Cl)n1. (3) Given the product CCS(=O)(=O)c1ccc(Nc2cc(-c3cccc(-n4ncc5cc(C(C)(C)C)cc(F)c5c4=O)c3COC(C)=O)nn(C)c2=O)nc1, predict the reactants needed to synthesize it. The reactants are: CC(=O)OCc1c(B2OC(C)(C)C(C)(C)O2)cccc1-n1ncc2cc(C(C)(C)C)cc(F)c2c1=O.CCS(=O)(=O)c1ccc(Nc2cc(Cl)nn(C)c2=O)nc1. (4) Given the product CC(=O)OCC1C(NC(=O)CNC(=O)OCc2ccccc2)CC2CN(C(=O)OC(C)(C)C)CC21, predict the reactants needed to synthesize it. The reactants are: CC(=O)OCC1C(N)CC2CN(C(=O)OC(C)(C)C)CC21.O=C(O)CNC(=O)OCc1ccccc1. (5) Given the product CCNC(=O)CN(CC)C(=O)c1ccc2c(c1)c1c(n2CC(=O)OCC)CCC(C2CCOCC2)C1, predict the reactants needed to synthesize it. The reactants are: CCNC(=O)CN(CC)C(=O)c1ccc2[nH]c3c(c2c1)CC(C1CCOCC1)CC3.CCOC(=O)CI.